Dataset: Peptide-MHC class II binding affinity with 134,281 pairs from IEDB. Task: Regression. Given a peptide amino acid sequence and an MHC pseudo amino acid sequence, predict their binding affinity value. This is MHC class II binding data. (1) The peptide sequence is KENIKYEVAIFVHGP. The MHC is DRB1_0701 with pseudo-sequence DRB1_0701. The binding affinity (normalized) is 0.575. (2) The peptide sequence is FHFSLAPFTLGIDTHT. The MHC is H-2-IAb with pseudo-sequence H-2-IAb. The binding affinity (normalized) is 0.581. (3) The peptide sequence is YTTEGGTKTEAEDVI. The MHC is HLA-DPA10301-DPB10402 with pseudo-sequence HLA-DPA10301-DPB10402. The binding affinity (normalized) is 0.0468. (4) The peptide sequence is KGLHHLQIILSGKMA. The MHC is DRB1_0404 with pseudo-sequence DRB1_0404. The binding affinity (normalized) is 0.655. (5) The peptide sequence is KKTLLDLLKLTVAVGLH. The MHC is DRB4_0103 with pseudo-sequence DRB4_0103. The binding affinity (normalized) is 0.657. (6) The binding affinity (normalized) is 0.117. The peptide sequence is QNRMKLADCAVGFGS. The MHC is DRB3_0202 with pseudo-sequence DRB3_0202.